From a dataset of Forward reaction prediction with 1.9M reactions from USPTO patents (1976-2016). Predict the product of the given reaction. (1) The product is: [CH3:19][O:18][C:16](=[O:17])[CH2:15][CH:11]1[C:10]2[N:14]([C:7]3[CH:6]=[CH:5][N:4]=[C:3]([S:2][CH3:1])[C:8]=3[CH:9]=2)[CH2:13][CH2:12]1. Given the reactants [CH3:1][S:2][C:3]1[C:8]2[CH:9]=[C:10]3[N:14]([C:7]=2[CH:6]=[CH:5][N:4]=1)[CH2:13][CH2:12][CH:11]3[CH:15](C(OC)=O)[C:16]([O:18][CH3:19])=[O:17].CS(C)=O.[Na+].[Cl-], predict the reaction product. (2) Given the reactants [Br:1][C:2]1[CH:7]=[CH:6][C:5]([N:8]2[C:16]3[C:11](=[CH:12][C:13](OS(C(F)(F)F)(=O)=O)=[CH:14][CH:15]=3)[CH:10]=[CH:9]2)=[CH:4][CH:3]=1.[Li+].[Br-].[CH2:27]([OH:32])[CH2:28][CH2:29][C:30]#[CH:31], predict the reaction product. The product is: [Br:1][C:2]1[CH:7]=[CH:6][C:5]([N:8]2[C:16]3[C:11](=[CH:12][C:13]([C:31]#[C:30][CH2:29][CH2:28][CH2:27][OH:32])=[CH:14][CH:15]=3)[CH:10]=[CH:9]2)=[CH:4][CH:3]=1.